Dataset: Catalyst prediction with 721,799 reactions and 888 catalyst types from USPTO. Task: Predict which catalyst facilitates the given reaction. The catalyst class is: 9. Reactant: [CH3:1][O:2][C:3]1[CH:8]=[CH:7][C:6]([C:9]2[N:10]=[C:11]([CH:22]3[CH2:27][CH2:26][N:25]([C:28](=[O:32])[N:29]([OH:31])[CH3:30])[CH2:24][CH2:23]3)[O:12][C:13]=2[C:14]2[CH:19]=[CH:18][C:17]([O:20][CH3:21])=[CH:16][CH:15]=2)=[CH:5][CH:4]=1.[H-].[Na+].Br[CH2:36][C:37]([O:39][C:40]([CH3:43])([CH3:42])[CH3:41])=[O:38].[Cl-].[NH4+]. Product: [CH3:1][O:2][C:3]1[CH:8]=[CH:7][C:6]([C:9]2[N:10]=[C:11]([CH:22]3[CH2:23][CH2:24][N:25]([C:28](=[O:32])[N:29]([O:31][CH2:36][C:37]([O:39][C:40]([CH3:43])([CH3:42])[CH3:41])=[O:38])[CH3:30])[CH2:26][CH2:27]3)[O:12][C:13]=2[C:14]2[CH:15]=[CH:16][C:17]([O:20][CH3:21])=[CH:18][CH:19]=2)=[CH:5][CH:4]=1.